From a dataset of Forward reaction prediction with 1.9M reactions from USPTO patents (1976-2016). Predict the product of the given reaction. Given the reactants [Cl:1][C:2]1[CH:7]=[CH:6][C:5]([NH:8][C:9]2[S:10][CH:11]=[CH:12][C:13]=2[C:14]#[N:15])=[C:4]([N+:16]([O-])=O)[CH:3]=1.O.O.[Sn](Cl)Cl, predict the reaction product. The product is: [ClH:1].[Cl:1][C:2]1[CH:7]=[CH:6][C:5]2[NH:8][C:9]3[S:10][CH:11]=[CH:12][C:13]=3[C:14]([NH2:15])=[N:16][C:4]=2[CH:3]=1.